This data is from Forward reaction prediction with 1.9M reactions from USPTO patents (1976-2016). The task is: Predict the product of the given reaction. (1) Given the reactants Br[C:2]1[CH:7]=[CH:6][C:5]([N:8]2[C:12](=[O:13])[NH:11][N:10]=[C:9]2[CH2:14][C@@H:15]2[CH2:19][CH2:18][N:17]([C:20]([N:22]([CH3:24])[CH3:23])=[O:21])[CH2:16]2)=[CH:4][CH:3]=1.CC1(C)C(C)(C)OB([C:33]2[CH:42]=[C:41]3[C:36]([CH:37]=[CH:38][CH:39]=[N:40]3)=[CH:35][CH:34]=2)O1.C(=O)([O-])[O-].[K+].[K+], predict the reaction product. The product is: [CH3:23][N:22]([CH3:24])[C:20]([N:17]1[CH2:18][CH2:19][C@@H:15]([CH2:14][C:9]2[N:8]([C:5]3[CH:6]=[CH:7][C:2]([C:33]4[CH:42]=[C:41]5[C:36]([CH:37]=[CH:38][CH:39]=[N:40]5)=[CH:35][CH:34]=4)=[CH:3][CH:4]=3)[C:12](=[O:13])[NH:11][N:10]=2)[CH2:16]1)=[O:21]. (2) Given the reactants Cl[C:2]1[N:3]([C@@H:15]2[O:21][C@H:20]([CH2:22][OH:23])[C@@H:18]([OH:19])[C@H:16]2O)[C:4]2[C:9]([C:10]=1[C:11]#[N:12])=[CH:8][C:7]([Cl:13])=[C:6]([Cl:14])[CH:5]=2.[OH2:24].[NH2:25][NH2:26], predict the reaction product. The product is: [Cl:13][C:7]1[CH:8]=[C:9]2[C:4](=[CH:5][C:6]=1[Cl:14])[N:3]([C@@H:15]1[O:21][C@H:20]([CH2:22][OH:23])[C@@H:18]([OH:19])[C@H:16]1[OH:24])[C:2]1[NH:25][N:26]=[C:11]([NH2:12])[C:10]2=1. (3) Given the reactants CO.[CH2:3]([O:10][C:11]1[CH:28]=[CH:27][C:14]([CH:15]=[C:16]([C:22]([O:24]CC)=[O:23])C(OCC)=O)=[C:13]([O:29][CH3:30])[CH:12]=1)[C:4]1[CH:9]=[CH:8][CH:7]=[CH:6][CH:5]=1.[C-:31]#[N:32].[K+], predict the reaction product. The product is: [CH2:3]([O:10][C:11]1[CH:28]=[CH:27][C:14]([CH:15]([C:31]#[N:32])[CH2:16][C:22]([OH:24])=[O:23])=[C:13]([O:29][CH3:30])[CH:12]=1)[C:4]1[CH:5]=[CH:6][CH:7]=[CH:8][CH:9]=1. (4) Given the reactants [C:1]([O:5][C:6]([N:8]1[CH2:13][CH2:12][CH:11]([C:14](=[O:26])[CH2:15][CH2:16][CH2:17][C:18]2[CH:23]=[CH:22][C:21]([S:24][CH3:25])=[CH:20][CH:19]=2)[CH2:10][CH2:9]1)=[O:7])([CH3:4])([CH3:3])[CH3:2].[BH4-].[Na+], predict the reaction product. The product is: [C:1]([O:5][C:6]([N:8]1[CH2:9][CH2:10][CH:11]([CH:14]([OH:26])[CH2:15][CH2:16][CH2:17][C:18]2[CH:23]=[CH:22][C:21]([S:24][CH3:25])=[CH:20][CH:19]=2)[CH2:12][CH2:13]1)=[O:7])([CH3:4])([CH3:3])[CH3:2]. (5) The product is: [CH3:46][C:6]1[C:7]([O:8][CH2:9][C:10]([NH:12][C@H:13]([C@@H:21]([OH:45])[CH2:22][C@@H:23]([NH:31][C:32]([C@@H:34]([N:38]2[C:43](=[O:44])[NH:42][CH2:41][CH2:40][CH2:39]2)[CH:35]([CH3:37])[CH3:36])=[O:33])[CH2:24][C:25]2[CH:26]=[CH:27][CH:28]=[CH:29][CH:30]=2)[CH2:14][C:15]2[CH:16]=[CH:17][CH:18]=[CH:19][CH:20]=2)=[O:11])=[C:2]([CH3:1])[CH:3]=[CH:4][CH:5]=1.[CH2:2]1[CH2:7][CH2:6][CH2:5][CH2:4][CH2:3]1. Given the reactants [CH3:1][C:2]1[C:7]([O:8][CH2:9][C:10]([NH:12][C@H:13]([C@@H:21]([OH:45])[CH2:22][C@@H:23]([NH:31][C:32]([C@@H:34]([N:38]2[C:43](=[O:44])[NH:42][CH2:41][CH2:40][CH2:39]2)[CH:35]([CH3:37])[CH3:36])=[O:33])[CH2:24][C:25]2[CH:26]=[CH:27][CH:28]=[CH:29][CH:30]=2)[CH2:14][C:15]2[CH:16]=[CH:17][CH:18]=[CH:19][CH:20]=2)=[O:11])=[C:6]([CH3:46])[CH:5]=[CH:4][CH:3]=1, predict the reaction product. (6) The product is: [F:37][C:2]([F:1])([F:38])[C:3]1[CH:4]=[C:5]([CH:34]=[CH:35][CH:36]=1)[CH2:6][NH:7][C:8](=[O:33])[C:9]1[CH:14]=[CH:13][N:12]=[C:11]([C:15]2[CH:20]=[C:19]([N:21]([CH2:22][CH2:23][O:24][CH3:25])[CH2:26][CH2:27][O:28][CH3:29])[CH:18]=[CH:17][C:16]=2[NH2:30])[CH:10]=1. Given the reactants [F:1][C:2]([F:38])([F:37])[C:3]1[CH:4]=[C:5]([CH:34]=[CH:35][CH:36]=1)[CH2:6][NH:7][C:8](=[O:33])[C:9]1[CH:14]=[CH:13][N:12]=[C:11]([C:15]2[CH:20]=[C:19]([N:21]([CH2:26][CH2:27][O:28][CH3:29])[CH2:22][CH2:23][O:24][CH3:25])[CH:18]=[CH:17][C:16]=2[N+:30]([O-])=O)[CH:10]=1, predict the reaction product. (7) Given the reactants [Br:1][C:2]1[CH:9]=[CH:8][C:5]([CH:6]=[O:7])=[C:4]([OH:10])[CH:3]=1.C([O-])([O-])=O.[K+].[K+].Br[CH2:18][C:19]([CH3:21])=[CH2:20].O, predict the reaction product. The product is: [Br:1][C:2]1[CH:9]=[CH:8][C:5]([CH:6]=[O:7])=[C:4]([O:10][CH2:20][C:19]([CH3:21])=[CH2:18])[CH:3]=1. (8) Given the reactants [I:1][CH2:2][C:3]([C:5]1[CH:10]=[CH:9]C=CC=1)=O.[BH4-].[Na+].C(O)(=O)C[C:15]([CH2:20][C:21]([OH:23])=O)(C(O)=O)O.[CH2:26]([OH:28])[CH3:27].[CH3:29]O, predict the reaction product. The product is: [I:1][C:2]1[CH:3]=[CH:5][CH:10]=[CH:9][C:27]=1[CH:26]([O:28][CH2:15][C@H:20]1[CH2:21][O:23]1)[CH3:29]. (9) Given the reactants [CH:1]([O:4][C:5]1[C:10]([CH2:11][NH:12][C:13](=[O:34])[NH:14][C:15]2[CH:33]=[CH:32][C:18]([CH2:19][NH:20][S:21]([NH:24]C(=O)OC(C)(C)C)(=[O:23])=[O:22])=[CH:17][CH:16]=2)=[CH:9][CH:8]=[C:7]([C:35]([F:38])([F:37])[F:36])[N:6]=1)([CH3:3])[CH3:2].C(=O)(O)[O-].[Na+], predict the reaction product. The product is: [CH:1]([O:4][C:5]1[C:10]([CH2:11][NH:12][C:13]([NH:14][C:15]2[CH:16]=[CH:17][C:18]([CH2:19][NH:20][S:21](=[O:22])(=[O:23])[NH2:24])=[CH:32][CH:33]=2)=[O:34])=[CH:9][CH:8]=[C:7]([C:35]([F:38])([F:37])[F:36])[N:6]=1)([CH3:3])[CH3:2]. (10) Given the reactants [OH:1][C:2]1[CH:7]=[CH:6][C:5]([CH:8]=[CH:9][C:10]([NH:12][CH3:13])=[O:11])=[CH:4][CH:3]=1.Br[CH2:15][C:16]1[CH:21]=[CH:20][C:19]([CH3:22])=[CH:18][CH:17]=1, predict the reaction product. The product is: [CH3:13][NH:12][C:10](=[O:11])[CH:9]=[CH:8][C:5]1[CH:4]=[CH:3][C:2]([O:1][CH2:15][C:16]2[CH:21]=[CH:20][C:19]([CH3:22])=[CH:18][CH:17]=2)=[CH:7][CH:6]=1.